From a dataset of Forward reaction prediction with 1.9M reactions from USPTO patents (1976-2016). Predict the product of the given reaction. Given the reactants [CH3:1][N:2]1[CH:6]=[CH:5][C:4]([NH:7][C:8]2[C:17]3[C:12](=[CH:13][CH:14]=[C:15]([OH:18])[CH:16]=3)[N:11]=[CH:10][N:9]=2)=[N:3]1.O1CCOC1[CH2:24][CH2:25][O:26][C:27]1[CH:28]=[C:29]([F:34])[C:30](F)=[N:31][CH:32]=1.CS(O[CH:40]1[CH2:43][N:42](C(OC(C)(C)C)=O)[CH2:41]1)(=O)=O, predict the reaction product. The product is: [CH2:41]([N:42]1[CH2:24][CH:25]([O:26][C:27]2[CH:28]=[C:29]([F:34])[C:30]([O:18][C:15]3[CH:16]=[C:17]4[C:12](=[CH:13][CH:14]=3)[N:11]=[CH:10][N:9]=[C:8]4[NH:7][C:4]3[CH:5]=[CH:6][N:2]([CH3:1])[N:3]=3)=[N:31][CH:32]=2)[CH2:43]1)[CH3:40].